Dataset: Reaction yield outcomes from USPTO patents with 853,638 reactions. Task: Predict the reaction yield, written as a fraction of the theoretical maximum amount of product (1.0 means a 100% yield; for example, 0.34 means a 34% yield). (1) The yield is 0.520. The reactants are [H-].[Na+].[CH3:3][N:4]([CH3:19])[S:5]([N:8]1[CH:12]=[CH:11][N:10]=[C:9]1[N:13]1[CH2:18][CH2:17][NH:16][CH2:15][CH2:14]1)(=[O:7])=[O:6].I[CH2:21][CH3:22].O. The catalyst is CN(C=O)C. The product is [CH2:21]([N:16]1[CH2:17][CH2:18][N:13]([C:9]2[N:8]([S:5]([N:4]([CH3:19])[CH3:3])(=[O:7])=[O:6])[CH:12]=[CH:11][N:10]=2)[CH2:14][CH2:15]1)[CH3:22]. (2) The reactants are [Br:1][C:2]1[CH:3]=[CH:4][C:5]2[N:6]([CH2:16][CH:17](O)[CH2:18][N:19]([C:32]3[CH:37]=[CH:36][CH:35]=[C:34]([O:38][CH3:39])[CH:33]=3)[S:20]([C:23]3[CH:28]=[CH:27][C:26]([N+:29]([O-:31])=[O:30])=[CH:25][CH:24]=3)(=[O:22])=[O:21])[C:7]3[C:12]([C:13]=2[CH:14]=1)=[CH:11][C:10]([Br:15])=[CH:9][CH:8]=3.C(N(S(F)(F)[F:47])CC)C. No catalyst specified. The product is [Br:1][C:2]1[CH:3]=[CH:4][C:5]2[N:6]([CH2:16][CH:17]([F:47])[CH2:18][N:19]([C:32]3[CH:37]=[CH:36][CH:35]=[C:34]([O:38][CH3:39])[CH:33]=3)[S:20]([C:23]3[CH:28]=[CH:27][C:26]([N+:29]([O-:31])=[O:30])=[CH:25][CH:24]=3)(=[O:22])=[O:21])[C:7]3[C:12]([C:13]=2[CH:14]=1)=[CH:11][C:10]([Br:15])=[CH:9][CH:8]=3. The yield is 1.00.